Dataset: Forward reaction prediction with 1.9M reactions from USPTO patents (1976-2016). Task: Predict the product of the given reaction. Given the reactants C(O[C:6]([N:8](C)[CH2:9][CH:10]([OH:15])[C:11]([O:13][CH3:14])=[O:12])=O)(C)(C)C.[ClH:17].C(OCC)(=O)C, predict the reaction product. The product is: [ClH:17].[OH:15][CH:10]([CH2:9][NH:8][CH3:6])[C:11]([O:13][CH3:14])=[O:12].